Dataset: Full USPTO retrosynthesis dataset with 1.9M reactions from patents (1976-2016). Task: Predict the reactants needed to synthesize the given product. (1) Given the product [ClH:1].[NH2:45][CH2:44][C@H:41]1[CH2:42][CH2:43][C@H:38]([C:36]([NH:35][C@@H:20]([CH2:19][C:16]2[CH:15]=[CH:14][C:13]([C:11]3[CH:12]=[C:7]([N:6]([CH3:5])[CH3:54])[CH:8]=[CH:9][C:10]=3[CH3:53])=[CH:18][CH:17]=2)[C:21](=[O:34])[NH:22][C:23]2[CH:24]=[CH:25][C:26]([C:29]3[NH:33][N:32]=[N:31][N:30]=3)=[CH:27][CH:28]=2)=[O:37])[CH2:39][CH2:40]1, predict the reactants needed to synthesize it. The reactants are: [ClH:1].C(O)=O.[CH3:5][N:6]([CH3:54])[C:7]1[CH:8]=[CH:9][C:10]([CH3:53])=[C:11]([C:13]2[CH:18]=[CH:17][C:16]([CH2:19][C@H:20]([NH:35][C:36]([C@H:38]3[CH2:43][CH2:42][C@H:41]([CH2:44][NH:45]C(=O)OC(C)(C)C)[CH2:40][CH2:39]3)=[O:37])[C:21](=[O:34])[NH:22][C:23]3[CH:28]=[CH:27][C:26]([C:29]4[NH:33][N:32]=[N:31][N:30]=4)=[CH:25][CH:24]=3)=[CH:15][CH:14]=2)[CH:12]=1.C(#N)C. (2) The reactants are: C([C:4]1[O:5][C:6]([CH2:9][N:10]2[C:19]3[C:14](=[CH:15][CH:16]=[CH:17][CH:18]=3)[C:13](=[O:20])[NH:12][C:11]2=[O:21])=[CH:7][CH:8]=1)(O)=O.N1[C:31]2[C:26](=[CH:27][CH:28]=[CH:29][CH:30]=2)[C:25](=[O:32])[NH:24][C:23]1=O.[Cl:34][CH2:35][C:36]1OC(C(OCC)=O)=C[CH:37]=1.COC(C1C=[C:52](C=CC=1)[CH2:53][N:54]1C2C(=CC=CC=2)C(=O)N[C:55]1=O)=O. Given the product [Cl:34][C:35]1[CH:36]=[CH:37][C:6]([CH2:9][N:10]2[C:19]3[C:14](=[CH:15][CH:16]=[CH:17][CH:18]=3)[C:13](=[O:20])[NH:12][C:11]2=[O:21])=[CH:7][C:8]=1[C:4]([N:54]1[CH2:53][CH2:52][N:24]([C:25]([CH:26]2[CH2:31][CH2:30][CH2:29][CH2:28][CH2:27]2)=[O:32])[CH2:23][CH2:55]1)=[O:5], predict the reactants needed to synthesize it. (3) Given the product [CH3:28][O:27][C:23](=[O:26])[CH2:24][CH2:25][N:7]1[C:6]2[CH:15]=[C:2]([Cl:1])[CH:3]=[C:4]([Cl:16])[C:5]=2[O:10][C@@H:9]([CH:11]([CH3:12])[CH3:13])[C:8]1=[O:14], predict the reactants needed to synthesize it. The reactants are: [Cl:1][C:2]1[CH:3]=[C:4]([Cl:16])[C:5]2[O:10][C@@H:9]([CH:11]([CH3:13])[CH3:12])[C:8](=[O:14])[NH:7][C:6]=2[CH:15]=1.C(=O)([O-])[O-].[K+].[K+].[C:23]([O:27][CH3:28])(=[O:26])[CH:24]=[CH2:25].C(O)(=O)CC(CC(O)=O)(C(O)=O)O. (4) Given the product [CH:33]1([C:15]2[N:14]=[C:13]([C:9]3[CH:10]=[CH:11][CH:12]=[C:7]([CH2:1][CH2:2][CH2:3][CH2:4][CH2:5][CH3:6])[CH:8]=3)[N:17]([CH3:18])[C:16]=2[C:19]([N:21]2[CH2:22][CH2:23][CH:24]([N:27]3[CH2:31][CH2:30][CH2:29][CH2:28]3)[CH2:25][CH2:26]2)=[O:20])[CH2:35][CH2:34]1, predict the reactants needed to synthesize it. The reactants are: [CH2:1]([C:7]1[CH:8]=[C:9]([C:13]2[N:17]([CH3:18])[C:16]([C:19]([N:21]3[CH2:26][CH2:25][CH:24]([N:27]4[CH2:31][CH2:30][CH2:29][CH2:28]4)[CH2:23][CH2:22]3)=[O:20])=[C:15](I)[N:14]=2)[CH:10]=[CH:11][CH:12]=1)[CH2:2][CH2:3][CH2:4][CH2:5][CH3:6].[CH:33]1(B(O)O)[CH2:35][CH2:34]1.P([O-])([O-])([O-])=O.[K+].[K+].[K+].C1(P(C2CCCCC2)C2CCCCC2)CCCCC1. (5) Given the product [C:12]([CH:14]1[CH2:19][CH2:18][N:17]([C:20](=[O:46])[C@H:21]([NH:25][C:26]([C:28]2[C:36]3[C:31](=[N:32][CH:33]=[C:34]([C:57]4[N:62]=[CH:63][N:52]([CH:51]5[CH2:50][CH2:49][CH2:54][CH2:53]5)[CH:55]=4)[N:35]=3)[NH:30][CH:29]=2)=[O:27])[CH:22]2[CH2:23][CH2:24]2)[CH2:16][CH2:15]1)#[N:13], predict the reactants needed to synthesize it. The reactants are: BrC1CCCC1.BrCC1CC1.[C:12]([CH:14]1[CH2:19][CH2:18][N:17]([C:20](=[O:46])[C@H:21]([NH:25][C:26]([C:28]2[C:36]3[C:31](=[N:32][CH:33]=[C:34](Br)[N:35]=3)[N:30](COCC[Si](C)(C)C)[CH:29]=2)=[O:27])[CH:22]2[CH2:24][CH2:23]2)[CH2:16][CH2:15]1)#[N:13].C([CH:49]1[CH2:54][CH2:53][N:52]([C:55]([C@H:57]([NH:62][C:63](C2C3N=C(Br)C=NC=3N(COCC[Si](C)(C)C)C=2)=O)C(C)(C)C)=O)[CH2:51][CH2:50]1)#N. (6) Given the product [F:1][C:2]1[CH:3]=[C:4]2[C@:10]3([CH2:23][C:13]4=[N:14][CH:15]=[C:16]([C:18]([OH:20])=[O:19])[CH:17]=[C:12]4[CH2:11]3)[C:9](=[O:24])[NH:8][C:5]2=[N:6][CH:7]=1, predict the reactants needed to synthesize it. The reactants are: [F:1][C:2]1[CH:3]=[C:4]2[C@:10]3([CH2:23][C:13]4=[N:14][CH:15]=[C:16]([C:18]([O:20]CC)=[O:19])[CH:17]=[C:12]4[CH2:11]3)[C:9](=[O:24])[NH:8][C:5]2=[N:6][CH:7]=1.[OH-].[Li+].Cl. (7) Given the product [Br:1][C:18]1[C:17]([CH3:25])=[C:16]([C:13]2[CH:14]=[CH:15][C:10]([Cl:9])=[CH:11][CH:12]=2)[NH:20][C:19]=1[C:21](=[O:24])[CH2:22][CH3:23], predict the reactants needed to synthesize it. The reactants are: [Br:1]N1C(=O)CCC1=O.[Cl:9][C:10]1[CH:15]=[CH:14][C:13]([C:16]2[NH:20][C:19]([C:21](=[O:24])[CH2:22][CH3:23])=[CH:18][C:17]=2[CH3:25])=[CH:12][CH:11]=1.C(OCC)(=O)C.